From a dataset of Peptide-MHC class I binding affinity with 185,985 pairs from IEDB/IMGT. Regression. Given a peptide amino acid sequence and an MHC pseudo amino acid sequence, predict their binding affinity value. This is MHC class I binding data. (1) The peptide sequence is WLMWFIISI. The MHC is HLA-A02:03 with pseudo-sequence HLA-A02:03. The binding affinity (normalized) is 0.871. (2) The peptide sequence is RQLQREGLV. The MHC is HLA-A69:01 with pseudo-sequence HLA-A69:01. The binding affinity (normalized) is 0.0847. (3) The peptide sequence is MTAASYARY. The MHC is HLA-B44:02 with pseudo-sequence HLA-B44:02. The binding affinity (normalized) is 0.213. (4) The peptide sequence is RVQFIPGQR. The MHC is HLA-A02:06 with pseudo-sequence HLA-A02:06. The binding affinity (normalized) is 0.543. (5) The peptide sequence is AVYLLDGLR. The MHC is HLA-A24:02 with pseudo-sequence HLA-A24:02. The binding affinity (normalized) is 1.00.